This data is from Reaction yield outcomes from USPTO patents with 853,638 reactions. The task is: Predict the reaction yield, written as a fraction of the theoretical maximum amount of product (1.0 means a 100% yield; for example, 0.34 means a 34% yield). (1) The reactants are [Cl:1][C:2]1[CH:21]=[C:20]([Cl:22])[CH:19]=[CH:18][C:3]=1[CH2:4][N:5]1[C:9]([CH2:10][CH2:11][C:12]([O:14][CH2:15][CH3:16])=[O:13])=[CH:8][C:7]([OH:17])=[N:6]1.Cl[CH2:24][C:25]1[CH:30]=[CH:29][CH:28]=[CH:27][N:26]=1.C(=O)([O-])[O-].[K+].[K+].CN(C)C=O. The catalyst is O. The product is [Cl:1][C:2]1[CH:21]=[C:20]([Cl:22])[CH:19]=[CH:18][C:3]=1[CH2:4][N:5]1[C:9]([CH2:10][CH2:11][C:12]([O:14][CH2:15][CH3:16])=[O:13])=[CH:8][C:7]([O:17][CH2:24][C:25]2[CH:30]=[CH:29][CH:28]=[CH:27][N:26]=2)=[N:6]1. The yield is 0.790. (2) The reactants are [CH3:1][C:2]([C:5]1[CH:13]=[C:9]([C:10]([OH:12])=O)[C:8]([OH:14])=[CH:7][CH:6]=1)([CH3:4])[CH3:3].[F:15][C:16]([F:29])([F:28])[C:17]1[CH:18]=[C:19]([CH:21]=[C:22]([C:24]([F:27])([F:26])[F:25])[CH:23]=1)[NH2:20]. No catalyst specified. The product is [F:15][C:16]([F:28])([F:29])[C:17]1[CH:18]=[C:19]([NH:20][C:10](=[O:12])[C:9]2[CH:13]=[C:5]([C:2]([CH3:1])([CH3:3])[CH3:4])[CH:6]=[CH:7][C:8]=2[OH:14])[CH:21]=[C:22]([C:24]([F:25])([F:27])[F:26])[CH:23]=1. The yield is 0.538.